Dataset: NCI-60 drug combinations with 297,098 pairs across 59 cell lines. Task: Regression. Given two drug SMILES strings and cell line genomic features, predict the synergy score measuring deviation from expected non-interaction effect. (1) Drug 1: CC1C(C(CC(O1)OC2CC(OC(C2O)C)OC3=CC4=CC5=C(C(=O)C(C(C5)C(C(=O)C(C(C)O)O)OC)OC6CC(C(C(O6)C)O)OC7CC(C(C(O7)C)O)OC8CC(C(C(O8)C)O)(C)O)C(=C4C(=C3C)O)O)O)O. Drug 2: C(CCl)NC(=O)N(CCCl)N=O. Cell line: A498. Synergy scores: CSS=3.47, Synergy_ZIP=2.31, Synergy_Bliss=-0.0844, Synergy_Loewe=-25.3, Synergy_HSA=-0.574. (2) Drug 1: C1=CC=C(C=C1)NC(=O)CCCCCCC(=O)NO. Drug 2: CC(C)CN1C=NC2=C1C3=CC=CC=C3N=C2N. Cell line: NCI-H460. Synergy scores: CSS=16.2, Synergy_ZIP=4.27, Synergy_Bliss=9.41, Synergy_Loewe=4.51, Synergy_HSA=4.91.